Dataset: NCI-60 drug combinations with 297,098 pairs across 59 cell lines. Task: Regression. Given two drug SMILES strings and cell line genomic features, predict the synergy score measuring deviation from expected non-interaction effect. (1) Drug 1: CC(CN1CC(=O)NC(=O)C1)N2CC(=O)NC(=O)C2. Drug 2: CN1C2=C(C=C(C=C2)N(CCCl)CCCl)N=C1CCCC(=O)O.Cl. Cell line: SNB-75. Synergy scores: CSS=-0.407, Synergy_ZIP=-1.05, Synergy_Bliss=-1.15, Synergy_Loewe=-1.33, Synergy_HSA=-1.27. (2) Drug 1: CN(CC1=CN=C2C(=N1)C(=NC(=N2)N)N)C3=CC=C(C=C3)C(=O)NC(CCC(=O)O)C(=O)O. Drug 2: CC1C(C(CC(O1)OC2CC(CC3=C2C(=C4C(=C3O)C(=O)C5=C(C4=O)C(=CC=C5)OC)O)(C(=O)CO)O)N)O.Cl. Cell line: MDA-MB-231. Synergy scores: CSS=27.8, Synergy_ZIP=-3.47, Synergy_Bliss=-6.05, Synergy_Loewe=-14.1, Synergy_HSA=-5.51. (3) Drug 2: COC1=C2C(=CC3=C1OC=C3)C=CC(=O)O2. Cell line: SW-620. Synergy scores: CSS=5.36, Synergy_ZIP=-1.73, Synergy_Bliss=1.57, Synergy_Loewe=-4.80, Synergy_HSA=-0.598. Drug 1: CN1C(=O)N2C=NC(=C2N=N1)C(=O)N. (4) Synergy scores: CSS=23.4, Synergy_ZIP=-5.18, Synergy_Bliss=0.120, Synergy_Loewe=0.492, Synergy_HSA=0.518. Drug 1: C1=C(C(=O)NC(=O)N1)N(CCCl)CCCl. Cell line: SK-OV-3. Drug 2: CCC(=C(C1=CC=CC=C1)C2=CC=C(C=C2)OCCN(C)C)C3=CC=CC=C3.C(C(=O)O)C(CC(=O)O)(C(=O)O)O. (5) Drug 1: C1=CC(=CC=C1CC(C(=O)O)N)N(CCCl)CCCl.Cl. Drug 2: COC1=NC(=NC2=C1N=CN2C3C(C(C(O3)CO)O)O)N. Cell line: NCIH23. Synergy scores: CSS=14.3, Synergy_ZIP=-2.63, Synergy_Bliss=4.75, Synergy_Loewe=-4.42, Synergy_HSA=0.833. (6) Drug 1: COC1=CC(=CC(=C1O)OC)C2C3C(COC3=O)C(C4=CC5=C(C=C24)OCO5)OC6C(C(C7C(O6)COC(O7)C8=CC=CS8)O)O. Drug 2: CC1C(C(CC(O1)OC2CC(CC3=C2C(=C4C(=C3O)C(=O)C5=C(C4=O)C(=CC=C5)OC)O)(C(=O)C)O)N)O.Cl. Cell line: MDA-MB-435. Synergy scores: CSS=9.94, Synergy_ZIP=-3.09, Synergy_Bliss=0.892, Synergy_Loewe=-2.71, Synergy_HSA=-1.60.